From a dataset of Full USPTO retrosynthesis dataset with 1.9M reactions from patents (1976-2016). Predict the reactants needed to synthesize the given product. (1) Given the product [CH3:19][O:16][C:2]([CH3:1])([CH3:15])[CH2:3][C:4]1[CH:5]=[CH:6][C:7]([O:10][C:11]([F:12])([F:13])[F:14])=[CH:8][CH:9]=1, predict the reactants needed to synthesize it. The reactants are: [CH3:1][C:2]([OH:16])([CH3:15])[CH2:3][C:4]1[CH:9]=[CH:8][C:7]([O:10][C:11]([F:14])([F:13])[F:12])=[CH:6][CH:5]=1.[H-].[Na+].[CH3:19]I.O. (2) Given the product [Cl:20][C:5]1[C:6]([NH:8][C:9]2[CH:14]=[CH:13][CH:12]=[CH:11][C:10]=2[N:15]2[CH:19]=[CH:18][CH:17]=[N:16]2)=[N:7][C:2]([NH:21][C:22]2[CH:35]=[CH:34][C:25]3[NH:26][C:27](=[O:33])[CH2:28][CH2:29][C:30]([CH3:32])([CH3:31])[C:24]=3[CH:23]=2)=[N:3][CH:4]=1, predict the reactants needed to synthesize it. The reactants are: Cl[C:2]1[N:7]=[C:6]([NH:8][C:9]2[CH:14]=[CH:13][CH:12]=[CH:11][C:10]=2[N:15]2[CH:19]=[CH:18][CH:17]=[N:16]2)[C:5]([Cl:20])=[CH:4][N:3]=1.[NH2:21][C:22]1[CH:35]=[CH:34][C:25]2[NH:26][C:27](=[O:33])[CH2:28][CH2:29][C:30]([CH3:32])([CH3:31])[C:24]=2[CH:23]=1.Cl. (3) Given the product [Cl:17][C:18]1[CH:19]=[CH:20][C:21]2[N:22]([CH:24]=[C:25]([NH:27][C:11]([C:10]3[CH:9]=[CH:8][C:7]([C:4]([CH3:5])([CH3:6])[C:3]([O:2][CH3:1])=[O:16])=[CH:15][CH:14]=3)=[O:13])[N:26]=2)[CH:23]=1, predict the reactants needed to synthesize it. The reactants are: [CH3:1][O:2][C:3](=[O:16])[C:4]([C:7]1[CH:15]=[CH:14][C:10]([C:11]([OH:13])=O)=[CH:9][CH:8]=1)([CH3:6])[CH3:5].[Cl:17][C:18]1[CH:19]=[CH:20][C:21]2[N:22]([CH:24]=[C:25]([NH2:27])[N:26]=2)[CH:23]=1. (4) The reactants are: [C:1]([N:4]1[CH2:10][CH2:9][CH2:8][CH2:7][C:6]2[N:11]=[C:12]([C:14]3[CH:19]=[CH:18][C:17]([O:20]CC4C=CC=CC=4)=[CH:16][CH:15]=3)[S:13][C:5]1=2)(=[O:3])[CH3:2].P(Br)(Br)Br.O.[Cl:33][CH2:34][Cl:35]. Given the product [Cl:33][CH2:34][Cl:35].[CH3:1][OH:3].[NH3:4].[C:1]([N:4]1[CH2:10][CH2:9][CH2:8][CH2:7][C:6]2[N:11]=[C:12]([C:14]3[CH:15]=[CH:16][C:17]([OH:20])=[CH:18][CH:19]=3)[S:13][C:5]1=2)(=[O:3])[CH3:2], predict the reactants needed to synthesize it. (5) Given the product [CH3:1][C:2]1[CH:7]=[CH:6][CH:5]=[C:4]([S:8][CH2:24][CH:23]=[C:22]([CH3:25])[CH3:21])[CH:3]=1, predict the reactants needed to synthesize it. The reactants are: [CH3:1][C:2]1[CH:3]=[C:4]([SH:8])[CH:5]=[CH:6][CH:7]=1.C(=O)([O-])[O-].[K+].[K+].CN(C=O)C.[Br-].[CH3:21][C:22]([CH3:25])=[CH:23][CH3:24]. (6) Given the product [OH:10][N:9]=[CH:2][C:3]([NH:23][C:22]1[CH:24]=[CH:25][CH:26]=[CH:27][C:21]=1[N+:18]([O-:20])=[O:19])=[O:5], predict the reactants needed to synthesize it. The reactants are: Cl[C:2](Cl)(Cl)[CH:3]([OH:5])O.Cl.[NH2:9][OH:10].S([O-])([O-])(=O)=O.[Na+].[Na+].[N+:18]([C:21]1[CH:27]=[CH:26][CH:25]=[CH:24][C:22]=1[NH2:23])([O-:20])=[O:19]. (7) The reactants are: Cl.[Cl:2][C:3]1[CH:4]=[C:5]([C:13]2[O:17][N:16]=[C:15]([C:18]3[C:28]4[O:27][CH2:26][CH2:25][NH:24][CH2:23][C:22]=4[CH:21]=[CH:20][CH:19]=3)[N:14]=2)[CH:6]=[CH:7][C:8]=1[O:9][CH:10]([CH3:12])[CH3:11].C(=O)([O-])[O-].[K+].[K+].[I-].[K+].Br[CH2:38][CH2:39][CH2:40][C:41]([O:43][CH2:44][CH3:45])=[O:42]. Given the product [Cl:2][C:3]1[CH:4]=[C:5]([C:13]2[O:17][N:16]=[C:15]([C:18]3[C:28]4[O:27][CH2:26][CH2:25][N:24]([CH2:38][CH2:39][CH2:40][C:41]([O:43][CH2:44][CH3:45])=[O:42])[CH2:23][C:22]=4[CH:21]=[CH:20][CH:19]=3)[N:14]=2)[CH:6]=[CH:7][C:8]=1[O:9][CH:10]([CH3:12])[CH3:11], predict the reactants needed to synthesize it. (8) Given the product [Cl:46][C:45]1[C:40]([C:7]2[CH:6]=[C:5]3[C:10]([C:2]([CH3:38])([CH3:1])[CH2:3][N:4]3[C:20]3[C:29]4[C:24](=[CH:25][C:26]([F:30])=[CH:27][CH:28]=4)[N:23]=[C:22]([C:31]4[CH:36]=[CH:35][CH:34]=[CH:33][N:32]=4)[C:21]=3[CH3:37])=[CH:9][CH:8]=2)=[N:41][C:42]([NH2:47])=[N:43][CH:44]=1, predict the reactants needed to synthesize it. The reactants are: [CH3:1][C:2]1([CH3:38])[C:10]2[C:5](=[CH:6][C:7](B3OC(C)(C)C(C)(C)O3)=[CH:8][CH:9]=2)[N:4]([C:20]2[C:29]3[C:24](=[CH:25][C:26]([F:30])=[CH:27][CH:28]=3)[N:23]=[C:22]([C:31]3[CH:36]=[CH:35][CH:34]=[CH:33][N:32]=3)[C:21]=2[CH3:37])[CH2:3]1.Cl[C:40]1[C:45]([Cl:46])=[CH:44][N:43]=[C:42]([NH2:47])[N:41]=1.C(=O)([O-])[O-].[Na+].[Na+]. (9) The reactants are: [Br:1][C:2]1[C:10]2[O:9]C[O:7][C:6]=2[C:5]([O:11][CH3:12])=[CH:4][CH:3]=1.C[Si](I)(C)C. Given the product [Br:1][C:2]1[CH:3]=[CH:4][C:5]([O:11][CH3:12])=[C:6]([OH:7])[C:10]=1[OH:9], predict the reactants needed to synthesize it.